From a dataset of Reaction yield outcomes from USPTO patents with 853,638 reactions. Predict the reaction yield, written as a fraction of the theoretical maximum amount of product (1.0 means a 100% yield; for example, 0.34 means a 34% yield). (1) The reactants are [C:1]1([CH2:7][CH2:8][CH2:9][C:10]#[C:11][C:12]2[CH:13]=[C:14]([CH:17]=[O:18])[S:15][CH:16]=2)[CH:6]=[CH:5][CH:4]=[CH:3][CH:2]=1.[BH4-].[Na+]. The catalyst is CO. The product is [C:1]1([CH2:7][CH2:8][CH2:9][C:10]#[C:11][C:12]2[CH:13]=[C:14]([CH2:17][OH:18])[S:15][CH:16]=2)[CH:2]=[CH:3][CH:4]=[CH:5][CH:6]=1. The yield is 0.990. (2) The reactants are [Br:1][C:2]1[CH:3]=[C:4]([C:11](O)=[O:12])[C:5](=[CH:9][CH:10]=1)[C:6](O)=[O:7]. The catalyst is C1COCC1. The product is [Br:1][C:2]1[CH:10]=[CH:9][C:5]([CH2:6][OH:7])=[C:4]([CH2:11][OH:12])[CH:3]=1. The yield is 1.00. (3) The reactants are [C:1]([O:5][C:6]([N:8]1[C:17]2[C:12](=[CH:13][C:14]([OH:18])=[CH:15][CH:16]=2)[CH2:11][CH2:10][CH2:9]1)=[O:7])([CH3:4])([CH3:3])[CH3:2].[Br:19][CH2:20][CH2:21][CH2:22][CH2:23][CH2:24][CH2:25]Br. No catalyst specified. The product is [C:1]([O:5][C:6]([N:8]1[C:17]2[C:12](=[CH:13][C:14]([O:18][CH2:25][CH2:24][CH2:23][CH2:22][CH2:21][CH2:20][Br:19])=[CH:15][CH:16]=2)[CH2:11][CH2:10][CH2:9]1)=[O:7])([CH3:4])([CH3:2])[CH3:3]. The yield is 0.400. (4) The reactants are [CH3:1][O:2][C:3]1[C:11]([O:12][CH3:13])=[CH:10][CH:9]=[CH:8][C:4]=1[C:5](O)=[O:6].CN(C=O)C.C(Cl)(=O)C([Cl:22])=O. The catalyst is C(Cl)Cl. The product is [CH3:1][O:2][C:3]1[C:11]([O:12][CH3:13])=[CH:10][CH:9]=[CH:8][C:4]=1[C:5]([Cl:22])=[O:6]. The yield is 0.900. (5) The reactants are [O:1]=[C:2]1[C:11]2[C:10]([NH:12]C(=O)C)=[CH:9][CH:8]=[CH:7][C:6]=2[CH2:5][CH2:4][CH2:3]1.C([O-])([O-])=O.[Na+].[Na+].[OH-].[Na+]. The catalyst is Cl. The product is [NH2:12][C:10]1[CH:9]=[CH:8][CH:7]=[C:6]2[C:11]=1[C:2](=[O:1])[CH2:3][CH2:4][CH2:5]2. The yield is 0.560. (6) The reactants are [CH:1]1([N:5]2[CH2:10][CH2:9][CH:8]([O:11][C:12]3[CH:17]=[CH:16][C:15]([C:18]4([C:24]#[N:25])[CH2:23][CH2:22][O:21][CH2:20][CH2:19]4)=[CH:14][CH:13]=3)[CH2:7][CH2:6]2)[CH2:4][CH2:3][CH2:2]1.P([O-])(OCC)(SCC)=[S:27]. No catalyst specified. The product is [CH:1]1([N:5]2[CH2:10][CH2:9][CH:8]([O:11][C:12]3[CH:17]=[CH:16][C:15]([C:18]4([C:24](=[S:27])[NH2:25])[CH2:19][CH2:20][O:21][CH2:22][CH2:23]4)=[CH:14][CH:13]=3)[CH2:7][CH2:6]2)[CH2:4][CH2:3][CH2:2]1. The yield is 0.500.